From a dataset of Reaction yield outcomes from USPTO patents with 853,638 reactions. Predict the reaction yield, written as a fraction of the theoretical maximum amount of product (1.0 means a 100% yield; for example, 0.34 means a 34% yield). (1) The reactants are [C:1]([C:3]1[C:4]([NH2:9])=[N:5][CH:6]=[CH:7][CH:8]=1)#[CH:2].[C:10]1([S:16][CH2:17][C:18]2[CH:23]=[CH:22][C:21]([CH2:24]C(Cl)=NO)=CC=2)[CH:15]=[CH:14][CH:13]=[CH:12][CH:11]=1.[CH2:29]([N:31](CC)CC)[CH3:30].[O:36]1CCCC1. No catalyst specified. The product is [C:17]1([S:16][C:10]2[CH:11]=[CH:12][C:13]([CH2:30][C:29]3[CH:2]=[C:1]([C:3]4[C:4]([NH2:9])=[N:5][CH:6]=[CH:7][CH:8]=4)[O:36][N:31]=3)=[CH:14][CH:15]=2)[CH:18]=[CH:23][CH:22]=[CH:21][CH:24]=1. The yield is 0.260. (2) The reactants are [CH3:1][O:2][C:3]1[CH:8]=[CH:7][C:6](B(O)O)=[CH:5][CH:4]=1.[NH2:12][C:13]1[N:14]=[C:15]([N:24]2[CH2:29][CH2:28][N:27]([C:30](=[O:40])[CH2:31][O:32][C:33]3[CH:38]=[CH:37][C:36]([Cl:39])=[CH:35][CH:34]=3)[CH2:26][CH2:25]2)[C:16]2[N:22]=[C:21](Cl)[CH:20]=[CH:19][C:17]=2[N:18]=1. No catalyst specified. The product is [NH2:12][C:13]1[N:14]=[C:15]([N:24]2[CH2:25][CH2:26][N:27]([C:30](=[O:40])[CH2:31][O:32][C:33]3[CH:38]=[CH:37][C:36]([Cl:39])=[CH:35][CH:34]=3)[CH2:28][CH2:29]2)[C:16]2[N:22]=[C:21]([C:6]3[CH:7]=[CH:8][C:3]([O:2][CH3:1])=[CH:4][CH:5]=3)[CH:20]=[CH:19][C:17]=2[N:18]=1. The yield is 0.780. (3) The reactants are [CH2:1]1[C:3]([NH2:7])([C:4]([OH:6])=[O:5])[CH2:2]1.[CH3:8][C:9]1[CH:30]=[CH:29][CH:28]=[CH:27][C:10]=1[C:11]([O:13][CH2:14][CH2:15][O:16][C:17](ON1C(=O)CCC1=O)=[O:18])=[O:12]. No catalyst specified. The product is [CH3:8][C:9]1[CH:30]=[CH:29][CH:28]=[CH:27][C:10]=1[C:11]([O:13][CH2:14][CH2:15][O:16][C:17]([NH:7][C:3]1([C:4]([OH:6])=[O:5])[CH2:2][CH2:1]1)=[O:18])=[O:12]. The yield is 0.430. (4) The reactants are C([O:5][P:6]([CH:13]([C:15]1[C:20]([CH3:21])=[CH:19][N:18]=[C:17]([CH3:22])[C:16]=1[O:23][CH2:24][C:25]1[CH:30]=[CH:29][CH:28]=[CH:27][CH:26]=1)[OH:14])(=[O:12])[O:7]C(C)(C)C)(C)(C)C. The catalyst is C(O)(=O)C.O. The product is [CH2:24]([O:23][C:16]1[C:17]([CH3:22])=[N:18][CH:19]=[C:20]([CH3:21])[C:15]=1[CH:13]([P:6](=[O:5])([OH:12])[OH:7])[OH:14])[C:25]1[CH:26]=[CH:27][CH:28]=[CH:29][CH:30]=1. The yield is 0.750.